This data is from Catalyst prediction with 721,799 reactions and 888 catalyst types from USPTO. The task is: Predict which catalyst facilitates the given reaction. Reactant: [Li+].[OH-].[CH3:3][C:4]1[CH:9]=[C:8]([CH3:10])[CH:7]=[C:6]([CH3:11])[C:5]=1[NH:12][C:13]([NH:15][C:16]1[C:17]([C:26]([NH:28][C:29]2[CH:30]=[C:31]([C:39]([O:41]C)=[O:40])[CH:32]=[C:33]([C:35]([O:37]C)=[O:36])[CH:34]=2)=[O:27])=[CH:18][C:19]2[C:24]([CH:25]=1)=[CH:23][CH:22]=[CH:21][CH:20]=2)=[O:14].Cl.C(OCC)(=O)C. Product: [CH3:11][C:6]1[CH:7]=[C:8]([CH3:10])[CH:9]=[C:4]([CH3:3])[C:5]=1[NH:12][C:13]([NH:15][C:16]1[C:17]([C:26]([NH:28][C:29]2[CH:30]=[C:31]([C:39]([OH:41])=[O:40])[CH:32]=[C:33]([C:35]([OH:37])=[O:36])[CH:34]=2)=[O:27])=[CH:18][C:19]2[C:24]([CH:25]=1)=[CH:23][CH:22]=[CH:21][CH:20]=2)=[O:14]. The catalyst class is: 127.